Dataset: Catalyst prediction with 721,799 reactions and 888 catalyst types from USPTO. Task: Predict which catalyst facilitates the given reaction. Product: [NH2:11][C:7]1[C:6]2[N:5]([C:4]([CH:12]3[CH2:17][CH2:16][N:15]([C:22](=[O:23])[CH2:21][N:19]([CH3:20])[CH3:18])[CH2:14][CH2:13]3)=[N:3][C:2]=2[I:1])[CH:10]=[CH:9][N:8]=1. The catalyst class is: 634. Reactant: [I:1][C:2]1[N:3]=[C:4]([CH:12]2[CH2:17][CH2:16][NH:15][CH2:14][CH2:13]2)[N:5]2[CH:10]=[CH:9][N:8]=[C:7]([NH2:11])[C:6]=12.[CH3:18][N:19]([CH2:21][C:22](Cl)=[O:23])[CH3:20].CCN(C(C)C)C(C)C.